From a dataset of Forward reaction prediction with 1.9M reactions from USPTO patents (1976-2016). Predict the product of the given reaction. (1) Given the reactants [F:1][C:2]1[CH:7]=[CH:6][C:5]([C:8]2[C:12]3[C:13]([CH3:30])=[C:14]([NH:19][C:20](=O)[C:21]4[CH:26]=[CH:25][C:24]([O:27][CH3:28])=[CH:23][CH:22]=4)[C:15]([CH3:18])=[C:16]([CH3:17])[C:11]=3[O:10][C:9]=2[CH3:31])=[CH:4][CH:3]=1, predict the reaction product. The product is: [CH3:28][O:27][C:24]1[CH:23]=[CH:22][C:21]([CH2:20][NH:19][C:14]2[C:15]([CH3:18])=[C:16]([CH3:17])[C:11]3[O:10][C:9]([CH3:31])=[C:8]([C:5]4[CH:6]=[CH:7][C:2]([F:1])=[CH:3][CH:4]=4)[C:12]=3[C:13]=2[CH3:30])=[CH:26][CH:25]=1. (2) Given the reactants Br[CH2:2][CH2:3][C:4]1[CH:9]=[CH:8][C:7]([Cl:10])=[CH:6][N:5]=1.[S:11]([O-:14])([O-:13])=[O:12].[Na+].[Na+], predict the reaction product. The product is: [Cl:10][C:7]1[CH:8]=[CH:9][C:4]([CH2:3][CH2:2][S:11]([OH:14])(=[O:13])=[O:12])=[N:5][CH:6]=1. (3) The product is: [CH:21]1([NH:20][C:15]2[CH:14]=[C:13]([C:6]3[CH:7]=[CH:8][C:3]([O:2][CH3:1])=[CH:4][CH:5]=3)[N:18]=[C:17]([NH2:19])[N:16]=2)[CH2:24][CH2:23][CH2:22]1. Given the reactants [CH3:1][O:2][C:3]1[CH:8]=[CH:7][C:6](B(O)O)=[CH:5][CH:4]=1.Cl[C:13]1[N:18]=[C:17]([NH2:19])[N:16]=[C:15]([NH:20][CH:21]2[CH2:24][CH2:23][CH2:22]2)[CH:14]=1, predict the reaction product. (4) Given the reactants C([O:5][C:6](=[O:38])[CH2:7][O:8][C:9]1[CH:14]=[CH:13][C:12]([S:15][CH:16]([C:18]2[C:19]([CH:34]3[CH2:36][CH2:35]3)=[N:20][C:21]([C:24]3[CH:29]=[CH:28][C:27]([C:30]([F:33])([F:32])[F:31])=[CH:26][CH:25]=3)=[N:22][CH:23]=2)[CH3:17])=[CH:11][C:10]=1[CH3:37])(C)(C)C.FC(F)(F)C(O)=O, predict the reaction product. The product is: [CH:34]1([C:19]2[C:18]([CH:16]([S:15][C:12]3[CH:13]=[CH:14][C:9]([O:8][CH2:7][C:6]([OH:38])=[O:5])=[C:10]([CH3:37])[CH:11]=3)[CH3:17])=[CH:23][N:22]=[C:21]([C:24]3[CH:25]=[CH:26][C:27]([C:30]([F:31])([F:33])[F:32])=[CH:28][CH:29]=3)[N:20]=2)[CH2:35][CH2:36]1. (5) The product is: [OH:18][C@@:19]([CH3:31])([C:23]([NH:25][CH2:26][C:27]([F:28])([F:29])[F:30])=[O:24])[C:20]([NH:1][C@@H:2]1[C:8](=[O:9])[NH:7][C:6]2[CH:10]=[CH:11][CH:12]=[CH:13][C:5]=2[C:4]2[CH:14]=[CH:15][CH:16]=[CH:17][C:3]1=2)=[O:21]. Given the reactants [NH2:1][C@@H:2]1[C:8](=[O:9])[NH:7][C:6]2[CH:10]=[CH:11][CH:12]=[CH:13][C:5]=2[C:4]2[CH:14]=[CH:15][CH:16]=[CH:17][C:3]1=2.[OH:18][C@@:19]([CH3:31])([C:23]([NH:25][CH2:26][C:27]([F:30])([F:29])[F:28])=[O:24])[C:20](O)=[O:21].O.ON1C2C=CC=CC=2N=N1.C(N(C(C)C)CC)(C)C.Cl.CN(C)CCCN=C=NCC, predict the reaction product. (6) Given the reactants [N+:1]([C:4]1[CH:5]=[CH:6][C:7](=[O:10])[NH:8][CH:9]=1)([O-:3])=[O:2].[CH3:11][C:12]1([CH3:19])[O:16][C@H:15]([CH2:17]O)[CH2:14][O:13]1.C1(P(C2C=CC=CC=2)C2C=CC=CC=2)C=CC=CC=1.N(C(OC(C)C)=O)=NC(OC(C)C)=O, predict the reaction product. The product is: [CH3:11][C:12]1([CH3:19])[O:16][C@H:15]([CH2:17][O:10][C:7]2[CH:6]=[CH:5][C:4]([N+:1]([O-:3])=[O:2])=[CH:9][N:8]=2)[CH2:14][O:13]1.